From a dataset of Reaction yield outcomes from USPTO patents with 853,638 reactions. Predict the reaction yield, written as a fraction of the theoretical maximum amount of product (1.0 means a 100% yield; for example, 0.34 means a 34% yield). (1) The reactants are [F:1][C:2]([F:16])([F:15])[C:3]([NH:5][C:6]1[CH:11]=[C:10]([O:12][CH3:13])[CH:9]=[CH:8][C:7]=1[I:14])=O.C1(P(=[CH:36][C:37]([O:39][CH3:40])=[O:38])(C2C=CC=CC=2)C2C=CC=CC=2)C=CC=CC=1.[C:41]1(C)C=CC=CC=1. No catalyst specified. The product is [CH2:40]([O:39][C:37](=[O:38])[CH:36]=[C:3]([NH:5][C:6]1[CH:11]=[C:10]([O:12][CH3:13])[CH:9]=[CH:8][C:7]=1[I:14])[C:2]([F:16])([F:15])[F:1])[CH3:41]. The yield is 0.870. (2) The reactants are [CH2:1]([O:8][N:9]([C:12]1[N:17]=[C:16]([NH:18][CH2:19][CH2:20][CH3:21])[N:15]=[C:14]([NH:22][CH2:23][CH2:24][CH3:25])[N:13]=1)[CH2:10]C)[C:2]1[CH:7]=[CH:6][CH:5]=[CH:4][CH:3]=1.[OH:26][S:27]([OH:30])(=[O:29])=[O:28]. No catalyst specified. The product is [S:27]([OH:30])([OH:29])(=[O:28])=[O:26].[CH2:1]([O:8][N:9]([C:12]1[N:13]=[C:14]([NH:22][CH2:23][CH2:24][CH3:25])[N:15]=[C:16]([NH:18][CH2:19][CH2:20][CH3:21])[N:17]=1)[CH3:10])[C:2]1[CH:7]=[CH:6][CH:5]=[CH:4][CH:3]=1. The yield is 1.00. (3) The reactants are [Br-].[O:2]=[C:3]1[N:8]2[CH:9]=[N+:10]([CH2:12][CH2:13][CH3:14])[CH:11]=[C:7]2[CH2:6][CH2:5][NH:4]1.[F:15][C:16]1[CH:17]=[C:18]([C:26]2[S:30][C:29]([NH2:31])=[N:28][C:27]=2[CH3:32])[CH:19]=[CH:20][C:21]=1[S:22]([CH3:25])(=[O:24])=[O:23].CCN(CC)CC. The catalyst is CCOC(C)=O. The product is [F:15][C:16]1[CH:17]=[C:18]([C:26]2[S:30][C:29]([NH:31][C:3]([NH:4][CH2:5][CH2:6][C:7]3[N:8]=[CH:9][N:10]([CH2:12][CH2:13][CH3:14])[CH:11]=3)=[O:2])=[N:28][C:27]=2[CH3:32])[CH:19]=[CH:20][C:21]=1[S:22]([CH3:25])(=[O:23])=[O:24]. The yield is 0.250. (4) The reactants are S(O)(O)(=O)=O.[NH2:6][NH2:7].[Br:8][C:9]1[C:10](=O)[O:11][C:12](=[O:15])[C:13]=1[CH3:14]. The product is [Br:8][C:9]1[C:13]([CH3:14])=[C:12]([OH:15])[N:7]=[N:6][C:10]=1[OH:11]. The yield is 0.890. The catalyst is O.Br.